From a dataset of Catalyst prediction with 721,799 reactions and 888 catalyst types from USPTO. Predict which catalyst facilitates the given reaction. (1) Reactant: [N+:1]([C:4]1[CH:5]=[C:6]2[C:11](=[CH:12][CH:13]=1)[NH:10][C:9](=[O:14])[CH2:8][CH2:7]2)([O-:3])=[O:2].C(=O)([O-])[O-].[K+].[K+].Cl[CH2:22][C:23](=[O:25])[CH3:24].O. Product: [N+:1]([C:4]1[CH:5]=[C:6]2[C:11](=[CH:12][CH:13]=1)[N:10]([CH2:22][C:23](=[O:25])[CH3:24])[C:9](=[O:14])[CH2:8][CH2:7]2)([O-:3])=[O:2]. The catalyst class is: 3. (2) Reactant: C(OC(=O)[NH:7][C@H:8]([CH2:17][OH:18])[CH2:9][C:10]1[CH:15]=[CH:14][CH:13]=[C:12]([Br:16])[CH:11]=1)(C)(C)C.Cl. Product: [NH2:7][C@@H:8]([CH2:9][C:10]1[CH:15]=[CH:14][CH:13]=[C:12]([Br:16])[CH:11]=1)[CH2:17][OH:18]. The catalyst class is: 71. (3) Reactant: [F:1][C:2]1[CH:3]=[N:4][CH:5]=[C:6]([CH:9]=1)[CH:7]=[O:8].B(F)(F)F.CCOCC.[CH:19]([O:22][C:23]1[CH:40]=[CH:39][C:26]([C:27]([N:29]2[CH2:34][CH2:33][C:32](=[CH:35][C:36](=[O:38])[CH3:37])[CH2:31][CH2:30]2)=[O:28])=[CH:25][C:24]=1[CH3:41])([CH3:21])[CH3:20]. Product: [F:1][C:2]1[CH:9]=[C:6]([CH:7]([OH:8])[CH2:37][C:36](=[O:38])[CH:35]=[C:32]2[CH2:33][CH2:34][N:29]([C:27](=[O:28])[C:26]3[CH:39]=[CH:40][C:23]([O:22][CH:19]([CH3:21])[CH3:20])=[C:24]([CH3:41])[CH:25]=3)[CH2:30][CH2:31]2)[CH:5]=[N:4][CH:3]=1. The catalyst class is: 4. (4) Reactant: [CH:1]1([NH:4][C:5]([C:7]2[C:16](=[O:17])[C:15]3[C:10](=[N:11][CH:12]=[CH:13][CH:14]=3)[N:9]([C:18]3[CH:23]=[CH:22][CH:21]=[C:20]([C:24]4[CH:29]=[CH:28][C:27]([S:30][CH2:31][CH3:32])=[CH:26][CH:25]=4)[CH:19]=3)[CH:8]=2)=[O:6])[CH2:3][CH2:2]1.C(Cl)Cl.O.O.O.O.O.O.C(O[O-])(=O)C1C(=CC=CC=1)C([O-])=[O:46].[Mg+2]. Product: [CH:1]1([NH:4][C:5]([C:7]2[C:16](=[O:17])[C:15]3[C:10](=[N:11][CH:12]=[CH:13][CH:14]=3)[N:9]([C:18]3[CH:23]=[CH:22][CH:21]=[C:20]([C:24]4[CH:25]=[CH:26][C:27]([S:30]([CH2:31][CH3:32])=[O:46])=[CH:28][CH:29]=4)[CH:19]=3)[CH:8]=2)=[O:6])[CH2:3][CH2:2]1. The catalyst class is: 5. (5) Reactant: [CH3:1][O:2][C:3]([C:5]1[N:6]=[C:7]([NH2:10])[S:8][CH:9]=1)=[O:4].[C:11]1([CH:17]([C:21]2[CH:26]=[CH:25][CH:24]=[CH:23][CH:22]=2)[C:18](O)=[O:19])[CH:16]=[CH:15][CH:14]=[CH:13][CH:12]=1.[CH2:27](N(CC)CC)C.F[P-](F)(F)(F)(F)F.N1(OC(N(C)C)=[N+](C)C)C2N=CC=CC=2N=N1. Product: [CH2:1]([O:2][C:3]([C:5]1[N:6]=[C:7]([NH:10][C:18](=[O:19])[CH:17]([C:21]2[CH:26]=[CH:25][CH:24]=[CH:23][CH:22]=2)[C:11]2[CH:16]=[CH:15][CH:14]=[CH:13][CH:12]=2)[S:8][CH:9]=1)=[O:4])[CH3:27]. The catalyst class is: 9. (6) Reactant: [C:1]1([C:8]2[CH:13]=[CH:12][CH:11]=[CH:10][CH:9]=2)[CH:6]=[CH:5][CH:4]=[C:3]([NH2:7])[CH:2]=1.Cl[C:15](=[O:26])[CH2:16][CH2:17][CH2:18][CH2:19][CH2:20][CH2:21][C:22]([O:24][CH3:25])=[O:23]. Product: [C:1]1([C:8]2[CH:9]=[CH:10][CH:11]=[CH:12][CH:13]=2)[CH:6]=[CH:5][CH:4]=[C:3]([NH:7][C:15](=[O:26])[CH2:16][CH2:17][CH2:18][CH2:19][CH2:20][CH2:21][C:22]([O:24][CH3:25])=[O:23])[CH:2]=1. The catalyst class is: 49. (7) Reactant: [CH2:1]=[C:2]1[CH2:7][CH2:6][N:5]([C:8]([O:10][CH2:11][C:12]2[CH:17]=[CH:16][CH:15]=[CH:14][CH:13]=2)=[O:9])[CH2:4][CH2:3]1.C(O)(=O)C1C(=CC=CC=1)C(O)=[O:22].C(=O)(O)[O-].[Na+]. Product: [O:22]1[C:2]2([CH2:7][CH2:6][N:5]([C:8]([O:10][CH2:11][C:12]3[CH:13]=[CH:14][CH:15]=[CH:16][CH:17]=3)=[O:9])[CH2:4][CH2:3]2)[CH2:1]1. The catalyst class is: 5. (8) Reactant: [CH3:1][C@@H:2]1[CH2:6][C@@H:5]([CH:7]2[CH2:9][N@@:8]2[S:10]([C:13]2[CH:18]=[CH:17][CH:16]=[CH:15][C:14]=2[N+:19]([O-:21])=[O:20])(=[O:12])=[O:11])[O:4][C:3]1=[O:22].[F:23][C:24]1[CH:29]=[CH:28][CH:27]=[C:26]([F:30])[C:25]=1[N:31]1[CH2:36][C:35]([CH3:38])([CH3:37])[NH:34][CH2:33][C:32]1=[O:39]. Product: [F:30][C:26]1[CH:27]=[CH:28][CH:29]=[C:24]([F:23])[C:25]=1[N:31]1[C:32](=[O:39])[CH2:33][N:34]([CH2:9][C@H:7]([NH:8][S:10]([C:13]2[CH:18]=[CH:17][CH:16]=[CH:15][C:14]=2[N+:19]([O-:21])=[O:20])(=[O:12])=[O:11])[C@@H:5]2[CH2:6][C@@H:2]([CH3:1])[C:3](=[O:22])[O:4]2)[C:35]([CH3:38])([CH3:37])[CH2:36]1. The catalyst class is: 11. (9) Reactant: CON(C)[C:4]([C:6]1[CH:11]=[CH:10][C:9](=[O:12])[N:8]([CH3:13])[CH:7]=1)=[O:5].C[Li].Cl[CH2:18]Cl. Product: [C:4]([C:6]1[CH:11]=[CH:10][C:9](=[O:12])[N:8]([CH3:13])[CH:7]=1)(=[O:5])[CH3:18]. The catalyst class is: 305. (10) Reactant: [CH3:1][O:2][CH:3]([O:11]C)/[C:4](/[C:7](OC)=O)=[CH:5]/[O-].[Na+].Cl.[NH2:15][C:16]([NH2:18])=[NH:17].O. The catalyst class is: 3. Product: [NH2:18][C:16]1[N:17]=[CH:7][C:4]([C:3]([O:2][CH3:1])=[O:11])=[CH:5][N:15]=1.